This data is from NCI-60 drug combinations with 297,098 pairs across 59 cell lines. The task is: Regression. Given two drug SMILES strings and cell line genomic features, predict the synergy score measuring deviation from expected non-interaction effect. (1) Drug 1: COC1=C(C=C2C(=C1)N=CN=C2NC3=CC(=C(C=C3)F)Cl)OCCCN4CCOCC4. Drug 2: CC(C1=C(C=CC(=C1Cl)F)Cl)OC2=C(N=CC(=C2)C3=CN(N=C3)C4CCNCC4)N. Cell line: NCI-H460. Synergy scores: CSS=12.4, Synergy_ZIP=-4.38, Synergy_Bliss=-4.00, Synergy_Loewe=-2.92, Synergy_HSA=-2.52. (2) Drug 1: CC=C1C(=O)NC(C(=O)OC2CC(=O)NC(C(=O)NC(CSSCCC=C2)C(=O)N1)C(C)C)C(C)C. Drug 2: CC1=C(C(=CC=C1)Cl)NC(=O)C2=CN=C(S2)NC3=CC(=NC(=N3)C)N4CCN(CC4)CCO. Cell line: HCC-2998. Synergy scores: CSS=33.0, Synergy_ZIP=-0.163, Synergy_Bliss=-2.10, Synergy_Loewe=-13.6, Synergy_HSA=-2.17. (3) Drug 1: CC1=C(C=C(C=C1)NC(=O)C2=CC=C(C=C2)CN3CCN(CC3)C)NC4=NC=CC(=N4)C5=CN=CC=C5. Drug 2: CC12CCC3C(C1CCC2OP(=O)(O)O)CCC4=C3C=CC(=C4)OC(=O)N(CCCl)CCCl.[Na+]. Cell line: HT29. Synergy scores: CSS=7.64, Synergy_ZIP=-1.09, Synergy_Bliss=2.04, Synergy_Loewe=1.99, Synergy_HSA=2.00. (4) Drug 1: C1CN1P(=S)(N2CC2)N3CC3. Drug 2: B(C(CC(C)C)NC(=O)C(CC1=CC=CC=C1)NC(=O)C2=NC=CN=C2)(O)O. Cell line: SW-620. Synergy scores: CSS=54.9, Synergy_ZIP=4.64, Synergy_Bliss=8.51, Synergy_Loewe=0.699, Synergy_HSA=9.06. (5) Drug 1: CS(=O)(=O)OCCCCOS(=O)(=O)C. Drug 2: C(CCl)NC(=O)N(CCCl)N=O. Cell line: MDA-MB-231. Synergy scores: CSS=10.8, Synergy_ZIP=-3.88, Synergy_Bliss=-0.238, Synergy_Loewe=-5.89, Synergy_HSA=-1.04. (6) Drug 1: CC1CCC2CC(C(=CC=CC=CC(CC(C(=O)C(C(C(=CC(C(=O)CC(OC(=O)C3CCCCN3C(=O)C(=O)C1(O2)O)C(C)CC4CCC(C(C4)OC)O)C)C)O)OC)C)C)C)OC. Drug 2: CCN(CC)CCCC(C)NC1=C2C=C(C=CC2=NC3=C1C=CC(=C3)Cl)OC. Cell line: NCI-H322M. Synergy scores: CSS=13.7, Synergy_ZIP=-6.82, Synergy_Bliss=-2.06, Synergy_Loewe=0.205, Synergy_HSA=0.400. (7) Drug 1: CCN(CC)CCNC(=O)C1=C(NC(=C1C)C=C2C3=C(C=CC(=C3)F)NC2=O)C. Drug 2: C1CN1C2=NC(=NC(=N2)N3CC3)N4CC4. Cell line: TK-10. Synergy scores: CSS=5.64, Synergy_ZIP=-4.13, Synergy_Bliss=-1.89, Synergy_Loewe=-9.49, Synergy_HSA=-4.79.